Dataset: Reaction yield outcomes from USPTO patents with 853,638 reactions. Task: Predict the reaction yield, written as a fraction of the theoretical maximum amount of product (1.0 means a 100% yield; for example, 0.34 means a 34% yield). (1) The reactants are [H-].[Na+].[NH:3]1[CH:7]=[CH:6][N:5]=[CH:4]1.[CH3:8][Si:9]([CH2:12][CH2:13][O:14][CH2:15]Cl)([CH3:11])[CH3:10].C([O-])(O)=O.[Na+]. The catalyst is C1COCC1. The product is [CH3:8][Si:9]([CH3:11])([CH3:10])[CH2:12][CH2:13][O:14][CH2:15][N:3]1[CH:7]=[CH:6][N:5]=[CH:4]1. The yield is 0.790. (2) The reactants are [OH:1][C:2]1[C:3]([O:15][CH3:16])=[CH:4][C:5]([N+:12]([O-:14])=[O:13])=[C:6]([CH:11]=1)[C:7]([O:9][CH3:10])=[O:8].[CH2:17](Cl)[C:18]1[CH:23]=[CH:22][CH:21]=[CH:20][CH:19]=1.C([O-])([O-])=O.[K+].[K+].[I-].[K+]. The catalyst is CN(C=O)C. The product is [CH2:17]([O:1][C:2]1[C:3]([O:15][CH3:16])=[CH:4][C:5]([N+:12]([O-:14])=[O:13])=[C:6]([CH:11]=1)[C:7]([O:9][CH3:10])=[O:8])[C:18]1[CH:23]=[CH:22][CH:21]=[CH:20][CH:19]=1. The yield is 0.770. (3) The reactants are [H-].[Na+].[C:3]1(=[O:9])[NH:8][CH2:7][CH2:6][CH2:5][CH2:4]1.Br[CH2:11][CH2:12][CH2:13][NH:14][C:15](=[O:21])[O:16][C:17]([CH3:20])([CH3:19])[CH3:18].C(=O)([O-])O.[Na+]. The catalyst is C1COCC1. The product is [C:17]([O:16][C:15](=[O:21])[NH:14][CH2:13][CH2:12][CH2:11][N:8]1[CH2:7][CH2:6][CH2:5][CH2:4][C:3]1=[O:9])([CH3:20])([CH3:19])[CH3:18]. The yield is 0.740.